Predict the product of the given reaction. From a dataset of Forward reaction prediction with 1.9M reactions from USPTO patents (1976-2016). (1) Given the reactants Cl[C:2]1[N:7]=[CH:6][C:5]2[O:8][C:9]3[C:14]([C@@:15]4([CH2:20][CH2:19][O:18][C:17]([NH2:21])=[N:16]4)[C:4]=2[CH:3]=1)=[CH:13][C:12]([NH2:22])=[CH:11][CH:10]=3.[O:23]1[CH2:28][CH:27]=[C:26](B2OC(C)(C)C(C)(C)O2)[CH2:25][CH2:24]1.O.P([O-])([O-])([O-])=O.[K+].[K+].[K+].O1CCOCC1, predict the reaction product. The product is: [O:23]1[CH2:24][CH:25]=[C:26]([C:2]2[N:7]=[CH:6][C:5]3[O:8][C:9]4[C:14]([C@@:15]5([CH2:20][CH2:19][O:18][C:17]([NH2:21])=[N:16]5)[C:4]=3[CH:3]=2)=[CH:13][C:12]([NH2:22])=[CH:11][CH:10]=4)[CH2:27][CH2:28]1. (2) Given the reactants [CH3:1][O:2][C:3]1[CH:17]=[CH:16][C:6]([CH2:7][NH:8][C:9]2[CH:14]=[C:13](Cl)[N:12]=[CH:11][N:10]=2)=[CH:5][CH:4]=1.[F:18][C:19]1[CH:24]=[C:23]([N+:25]([O-:27])=[O:26])[CH:22]=[CH:21][C:20]=1[OH:28].CCN(C(C)C)C(C)C.COCCOCCOC, predict the reaction product. The product is: [CH3:1][O:2][C:3]1[CH:17]=[CH:16][C:6]([CH2:7][NH:8][C:9]2[CH:14]=[C:13]([O:28][C:20]3[CH:21]=[CH:22][C:23]([N+:25]([O-:27])=[O:26])=[CH:24][C:19]=3[F:18])[N:12]=[CH:11][N:10]=2)=[CH:5][CH:4]=1. (3) Given the reactants [Br:1][C:2]1[CH:7]=[CH:6][C:5]([C:8]2[N:13]=[C:12]([N:14]3[CH:18]=NC=N3)[C:11]3=[C:19]([CH3:23])[N:20]=[C:21]([CH3:22])[N:10]3[N:9]=2)=[CH:4][CH:3]=1.[CH3:24][O:25][C:26]1[CH:27]=C([CH:30]=[C:31]([O:35][CH3:36])[C:32]=1[O:33][CH3:34])N.C(=O)([O-])[O-].[K+].[K+], predict the reaction product. The product is: [Br:1][C:2]1[CH:7]=[CH:6][C:5]([C:8]2[N:13]=[C:12]([NH:14][C:18]3[CH:27]=[C:26]([O:25][CH3:24])[C:32]([O:33][CH3:34])=[C:31]([O:35][CH3:36])[CH:30]=3)[C:11]3=[C:19]([CH3:23])[N:20]=[C:21]([CH3:22])[N:10]3[N:9]=2)=[CH:4][CH:3]=1. (4) The product is: [C:1]([C:4]1[O:5][C:6]2[C:12]([CH2:13][O:14][C:15]3[CH:20]=[CH:19][C:18]([CH2:21][CH2:22][C:23]([OH:25])=[O:24])=[C:17]([CH3:30])[C:16]=3[CH3:31])=[CH:11][C:10]([F:32])=[CH:9][C:7]=2[CH:8]=1)(=[O:3])[CH3:2]. Given the reactants [C:1]([C:4]1[O:5][C:6]2[C:12]([CH2:13][O:14][C:15]3[CH:20]=[CH:19][C:18]([CH2:21][CH2:22][C:23]([O:25]C(C)(C)C)=[O:24])=[C:17]([CH3:30])[C:16]=3[CH3:31])=[CH:11][C:10]([F:32])=[CH:9][C:7]=2[CH:8]=1)(=[O:3])[CH3:2].FC(F)(F)C(O)=O, predict the reaction product. (5) Given the reactants [CH3:1][C:2]1[CH:7]=[C:6]([O:8][CH2:9][CH2:10][CH2:11][S:12]([CH3:15])(=[O:14])=[O:13])[CH:5]=[CH:4][C:3]=1[C:16]1[CH:21]=[CH:20][CH:19]=[C:18]([CH2:22][O:23][C:24]2[CH:29]=[CH:28][C:27]([C:30]3([CH2:34][C:35]([O:37]CC)=[O:36])[CH2:33][O:32][CH2:31]3)=[CH:26][CH:25]=2)[CH:17]=1.O.[OH-].[Li+], predict the reaction product. The product is: [CH3:1][C:2]1[CH:7]=[C:6]([O:8][CH2:9][CH2:10][CH2:11][S:12]([CH3:15])(=[O:13])=[O:14])[CH:5]=[CH:4][C:3]=1[C:16]1[CH:21]=[CH:20][CH:19]=[C:18]([CH2:22][O:23][C:24]2[CH:25]=[CH:26][C:27]([C:30]3([CH2:34][C:35]([OH:37])=[O:36])[CH2:33][O:32][CH2:31]3)=[CH:28][CH:29]=2)[CH:17]=1. (6) Given the reactants [NH2:1][C:2]1[CH:3]=[C:4]([OH:11])[C:5](=[CH:9][CH:10]=1)[C:6]([OH:8])=[O:7].[OH-].[Na+].C([O-])([O-])=O.[Na+].[Na+].[Cl:20][C:21]1[CH:26]=[CH:25][C:24]([C:27]2[CH:32]=[CH:31][C:30]([S:33]([O:36][CH2:37][C:38](Cl)=[O:39])(=[O:35])=[O:34])=[CH:29][CH:28]=2)=[CH:23][CH:22]=1, predict the reaction product. The product is: [Cl:20][C:21]1[CH:22]=[CH:23][C:24]([C:27]2[CH:28]=[CH:29][C:30]([S:33]([O:36][CH2:37][C:38]([NH:1][C:2]3[CH:10]=[CH:9][C:5]([C:6]([OH:8])=[O:7])=[C:4]([OH:11])[CH:3]=3)=[O:39])(=[O:34])=[O:35])=[CH:31][CH:32]=2)=[CH:25][CH:26]=1. (7) Given the reactants Cl[CH2:2][C:3](=[O:5])[CH3:4].COC(=O)[C:9]1[CH:14]=C[C:12]([NH:15][CH:16]=[O:17])=[C:11]([O:18][CH3:19])[CH:10]=1.C(=O)([O-])[O-].[Cs+].[Cs+].[I-].[K+].[C:29]([O:32][CH2:33]C)(=[O:31])[CH3:30], predict the reaction product. The product is: [CH3:33][O:32][C:29](=[O:31])[C:30]1[CH:14]=[CH:9][CH:10]=[C:11]([O:18][CH3:19])[C:12]=1[N:15]([CH:16]=[O:17])[CH2:2][C:3](=[O:5])[CH3:4]. (8) Given the reactants [CH3:1][O:2][C:3]1[CH:4]=[C:5]2[C:13](=[CH:14][CH:15]=1)[NH:12][C:11]1[CH:10]([CH2:16][CH2:17][C:18]3[CH:23]=[CH:22][C:21]([C:24]([F:27])([F:26])[F:25])=[CH:20][CH:19]=3)[NH:9][CH2:8][CH2:7][C:6]2=1.Br[CH:29]([C:35]1[CH:40]=[CH:39][CH:38]=[CH:37][CH:36]=1)[C:30]([O:32][CH2:33][CH3:34])=[O:31].C([O-])([O-])=O.[Na+].[Na+], predict the reaction product. The product is: [CH2:33]([O:32][C:30](=[O:31])[CH:29]([N:9]1[CH2:8][CH2:7][C:6]2[C:5]3[C:13](=[CH:14][CH:15]=[C:3]([O:2][CH3:1])[CH:4]=3)[NH:12][C:11]=2[CH:10]1[CH2:16][CH2:17][C:18]1[CH:23]=[CH:22][C:21]([C:24]([F:27])([F:26])[F:25])=[CH:20][CH:19]=1)[C:35]1[CH:40]=[CH:39][CH:38]=[CH:37][CH:36]=1)[CH3:34]. (9) Given the reactants C([O:5][C:6](=[O:39])[CH2:7][N:8]1[C:12]2[CH:13]=[CH:14][C:15]([N:17]([CH2:28][C:29]3[CH:34]=[CH:33][CH:32]=[CH:31][C:30]=3[Cl:35])[S:18]([C:21]3[CH:26]=[CH:25][C:24]([F:27])=[CH:23][CH:22]=3)(=[O:20])=[O:19])=[CH:16][C:11]=2[N:10]=[C:9]1[CH2:36][CH2:37][CH3:38])(C)(C)C.C(O)(C(F)(F)F)=O, predict the reaction product. The product is: [Cl:35][C:30]1[CH:31]=[CH:32][CH:33]=[CH:34][C:29]=1[CH2:28][N:17]([S:18]([C:21]1[CH:22]=[CH:23][C:24]([F:27])=[CH:25][CH:26]=1)(=[O:19])=[O:20])[C:15]1[CH:14]=[CH:13][C:12]2[N:8]([CH2:7][C:6]([OH:39])=[O:5])[C:9]([CH2:36][CH2:37][CH3:38])=[N:10][C:11]=2[CH:16]=1. (10) Given the reactants [C:1]1(B(O)O)[CH:6]=[CH:5][CH:4]=[CH:3][CH:2]=1.Cl[C:11]1[C:20]2[C:15](=[CH:16][CH:17]=[CH:18][CH:19]=2)[CH:14]=[CH:13][N:12]=1.C(=O)([O-])[O-].[Na+].[Na+], predict the reaction product. The product is: [C:1]1([C:11]2[C:20]3[C:15](=[CH:16][CH:17]=[CH:18][CH:19]=3)[CH:14]=[CH:13][N:12]=2)[CH:6]=[CH:5][CH:4]=[CH:3][CH:2]=1.